The task is: Regression. Given a peptide amino acid sequence and an MHC pseudo amino acid sequence, predict their binding affinity value. This is MHC class II binding data.. This data is from Peptide-MHC class II binding affinity with 134,281 pairs from IEDB. The peptide sequence is DLGKKRFLLIRNSTW. The MHC is DRB1_0301 with pseudo-sequence DRB1_0301. The binding affinity (normalized) is 0.390.